From a dataset of Reaction yield outcomes from USPTO patents with 853,638 reactions. Predict the reaction yield, written as a fraction of the theoretical maximum amount of product (1.0 means a 100% yield; for example, 0.34 means a 34% yield). (1) The reactants are [NH2:1][C@H:2]([C:34]1[CH:39]=[CH:38][CH:37]=[CH:36][CH:35]=1)[CH2:3][N:4]1[C:9](=[O:10])[C:8]([C:11]2[CH:16]=[CH:15][CH:14]=[C:13]([O:17][CH3:18])[C:12]=2[F:19])=[C:7]([CH3:20])[N:6]([CH2:21][C:22]2[C:27]([C:28]([F:31])([F:30])[F:29])=[CH:26][CH:25]=[CH:24][C:23]=2[F:32])[C:5]1=[O:33].CN(C)[CH:42]=[O:43]. The catalyst is C(OC(C)C)(=O)C. The product is [CH2:9]([O:10][C:42](=[O:43])[CH2:3][CH2:2][CH2:34][NH:1][C@H:2]([C:34]1[CH:39]=[CH:38][CH:37]=[CH:36][CH:35]=1)[CH2:3][N:4]1[C:9](=[O:10])[C:8]([C:11]2[CH:16]=[CH:15][CH:14]=[C:13]([O:17][CH3:18])[C:12]=2[F:19])=[C:7]([CH3:20])[N:6]([CH2:21][C:22]2[C:27]([C:28]([F:29])([F:31])[F:30])=[CH:26][CH:25]=[CH:24][C:23]=2[F:32])[C:5]1=[O:33])[CH3:8]. The yield is 0.800. (2) The reactants are [H-].[Na+].[Br-].[C:4]([CH2:9][P+](C1C=CC=CC=1)(C1C=CC=CC=1)C1C=CC=CC=1)([O:6][CH2:7][CH3:8])=[O:5].[Cl:29][C:30]1[N:31]=[CH:32][CH:33]=[C:34]([CH:37]=1)C=O.Cl.[CH3:39]S(C)=O. No catalyst specified. The product is [CH2:7]([O:6][C:4](=[O:5])/[CH:9]=[CH:39]/[C:33]1[CH:32]=[N:31][C:30]([Cl:29])=[CH:37][CH:34]=1)[CH3:8]. The yield is 0.450. (3) The reactants are [OH-:1].[K+].[F:3][C:4]([F:17])([F:16])[CH2:5][O:6][CH2:7][C:8]1[CH:9]=[CH:10][C:11]([C:14]#N)=[N:12][CH:13]=1.Cl.[OH2:19]. The catalyst is CCO. The product is [F:3][C:4]([F:17])([F:16])[CH2:5][O:6][CH2:7][C:8]1[CH:9]=[CH:10][C:11]([C:14]([OH:19])=[O:1])=[N:12][CH:13]=1. The yield is 0.910.